Dataset: Reaction yield outcomes from USPTO patents with 853,638 reactions. Task: Predict the reaction yield, written as a fraction of the theoretical maximum amount of product (1.0 means a 100% yield; for example, 0.34 means a 34% yield). The reactants are [Cl:1][C:2]1[CH:3]=[C:4]([C@H:8]([O:22][CH2:23][CH2:24][NH:25][C:26]([O:28]C)=[O:27])[C@@H:9]2[CH2:14][CH2:13][CH2:12][N:11](C(OC(C)(C)C)=O)[CH2:10]2)[CH:5]=[CH:6][CH:7]=1.C(Cl)Cl.[C:33]([OH:39])([C:35]([F:38])([F:37])[F:36])=[O:34]. No catalyst specified. The product is [OH:39][C:33]([C:35]([F:38])([F:37])[F:36])=[O:34].[Cl:1][C:2]1[CH:3]=[C:4]([C@@H:8]([C@@H:9]2[CH2:14][CH2:13][CH2:12][NH:11][CH2:10]2)[O:22][CH2:23][CH2:24][NH:25][C:26](=[O:27])[OH:28])[CH:5]=[CH:6][CH:7]=1. The yield is 1.00.